From a dataset of Experimentally validated miRNA-target interactions with 360,000+ pairs, plus equal number of negative samples. Binary Classification. Given a miRNA mature sequence and a target amino acid sequence, predict their likelihood of interaction. (1) The miRNA is hsa-miR-6078 with sequence CCGCCUGAGCUAGCUGUGG. The protein sequence of the target gene is MALAAARRLLLHAGSRLGRREAVDGARRFANKRVLVETEGPAGVAVMKLRNPPVNSLSLECLTEFTISLEKLENDKSIRGVILTSECPGIFSAGLDLLEMYGRNPAHYAEYWKNVQELWLRLYTSNMILVSAINGASPAGGCLLALCCDYRVMADNPKYTIGLNESLLGIVAPFWFKDMYVNTIGHREAERALQLGTLFSPAEALKVGVVDEVVPEDQVHSKARSVMTKWLAIPDHSRQLTKNMMRKATADNLIKQREADIQNFTSFISKDSIQKSLHMYLEKLKQKKG. Result: 0 (no interaction). (2) The miRNA is hsa-miR-424-5p with sequence CAGCAGCAAUUCAUGUUUUGAA. The protein sequence of the target gene is MGRPAGLFPPLCPFLGFRPEACWERHMQIERAPSVPPFLRWAGYRPGPVRRRGKVELIKFVRVQWRRPQVEWRRRRWGPGPGASMAGSEELGLREDTLRVLAAFLRRGEAAGSPVPTPPRSPAQEEPTDFLSRLRRCLPCSLGRGAAPSESPRPCSLPIRPCYGLEPGPATPDFYALVAQRLEQLVQEQLKSPPSPELQGPPSTEKEAILRRLVALLEEEAEVINQKLASDPALRSKLVRLSSDSFARLVELFCSRDDSSRPSRACPGPPPPSPEPLARLALAMELSRRVAGLGGTLAGL.... Result: 1 (interaction).